This data is from Full USPTO retrosynthesis dataset with 1.9M reactions from patents (1976-2016). The task is: Predict the reactants needed to synthesize the given product. (1) Given the product [NH:11]([C:6]1[C:7]([O:9][CH3:10])=[N:8][C:3]([O:2][CH3:1])=[N:4][CH:5]=1)[NH2:12], predict the reactants needed to synthesize it. The reactants are: [CH3:1][O:2][C:3]1[N:8]=[C:7]([O:9][CH3:10])[C:6]([N:11](C(OC(C)(C)C)=O)[NH:12]C(OC(C)(C)C)=O)=[CH:5][N:4]=1.Cl. (2) Given the product [C:8]([O:12][C:13]([N:15]1[CH2:20][CH2:19][CH:18]([NH:21][C:22]2[O:23][C:24]3[CH:30]=[CH:29][C:28]([O:31][CH2:32][CH2:33][CH2:34][N:3]4[CH:7]=[N:6][CH:5]=[N:4]4)=[CH:27][C:25]=3[N:26]=2)[CH2:17][CH2:16]1)=[O:14])([CH3:11])([CH3:10])[CH3:9], predict the reactants needed to synthesize it. The reactants are: [H-].[Na+].[NH:3]1[CH:7]=[N:6][CH:5]=[N:4]1.[C:8]([O:12][C:13]([N:15]1[CH2:20][CH2:19][CH:18]([NH:21][C:22]2[O:23][C:24]3[CH:30]=[CH:29][C:28]([O:31][CH2:32][CH2:33][CH2:34]Br)=[CH:27][C:25]=3[N:26]=2)[CH2:17][CH2:16]1)=[O:14])([CH3:11])([CH3:10])[CH3:9]. (3) Given the product [NH:28]1[C:36]2[C:31](=[CH:32][C:33]([C:23]3[N:22]=[C:21]([CH:14]([C:15]4[CH:20]=[CH:19][CH:18]=[CH:17][CH:16]=4)[CH2:13][NH:12][C:10]4[C:9]5[C:4](=[CH:5][CH:6]=[CH:7][CH:8]=5)[N:3]=[C:2]([C:61]5[CH:62]=[C:63]6[C:58](=[CH:59][CH:60]=5)[NH:57][CH:56]=[CH:64]6)[N:11]=4)[CH:26]=[CH:25][CH:24]=3)=[CH:34][CH:35]=2)[CH:30]=[CH:29]1, predict the reactants needed to synthesize it. The reactants are: Cl[C:2]1[N:11]=[C:10]([NH:12][CH2:13][CH:14]([C:21]2[CH:26]=[CH:25][CH:24]=[C:23](Cl)[N:22]=2)[C:15]2[CH:20]=[CH:19][CH:18]=[CH:17][CH:16]=2)[C:9]2[C:4](=[CH:5][CH:6]=[CH:7][CH:8]=2)[N:3]=1.[NH:28]1[C:36]2[C:31](=[CH:32][C:33](B(O)O)=[CH:34][CH:35]=2)[CH:30]=[CH:29]1.C(NC1[C:63]2[C:58](=[CH:59][CH:60]=[CH:61][CH:62]=2)[N:57]=[C:56]([C:64]2SC3C=CC=CC=3C=2)N=1)(C1C=CC=CC=1)C1C=CC=CC=1. (4) Given the product [CH3:15][O:16][C:17]1[CH:18]=[C:19]([CH:23]=[CH:24][C:25]=1[O:26][CH3:27])[CH2:20][CH2:21][NH:22][C:12](=[O:14])[CH2:11][C:2]1[CH:3]=[CH:4][C:5]2[C:10](=[CH:9][CH:8]=[CH:7][CH:6]=2)[CH:1]=1, predict the reactants needed to synthesize it. The reactants are: [CH:1]1[C:10]2[C:5](=[CH:6][CH:7]=[CH:8][CH:9]=2)[CH:4]=[CH:3][C:2]=1[CH2:11][C:12]([OH:14])=O.[CH3:15][O:16][C:17]1[CH:18]=[C:19]([CH:23]=[CH:24][C:25]=1[O:26][CH3:27])[CH2:20][CH2:21][NH2:22]. (5) The reactants are: [Cl:1][C:2]1[CH:3]=[C:4]2[C:8](=[CH:9][CH:10]=1)[NH:7][C:6](N)=[C:5]2[S:12]([C:15]1[CH:20]=[CH:19][CH:18]=[CH:17][CH:16]=1)(=[O:14])=[O:13].CC[N:23](C(C)C)C(C)C.[F:30][C:31]1[CH:36]=[CH:35][CH:34]=[CH:33][C:32]=1[N:37]=[C:38]=[O:39]. Given the product [Cl:1][C:2]1[CH:3]=[C:4]2[C:8](=[CH:9][CH:10]=1)[NH:7][C:6]([N:37]([C:32]1[CH:33]=[CH:34][CH:35]=[CH:36][C:31]=1[F:30])[C:38]([NH2:23])=[O:39])=[C:5]2[S:12]([C:15]1[CH:20]=[CH:19][CH:18]=[CH:17][CH:16]=1)(=[O:13])=[O:14], predict the reactants needed to synthesize it. (6) Given the product [NH2:23][C:2]1[CH:18]=[CH:17][C:5]([C:6]([NH:8][C:9]2[CH:14]=[CH:13][CH:12]=[C:11]([O:15][CH3:16])[CH:10]=2)=[O:7])=[CH:4][C:3]=1[N+:19]([O-:21])=[O:20], predict the reactants needed to synthesize it. The reactants are: F[C:2]1[CH:18]=[CH:17][C:5]([C:6]([NH:8][C:9]2[CH:14]=[CH:13][CH:12]=[C:11]([O:15][CH3:16])[CH:10]=2)=[O:7])=[CH:4][C:3]=1[N+:19]([O-:21])=[O:20].[OH-].[NH4+:23]. (7) Given the product [F:1][C:2]1[CH:3]=[C:4]([CH:31]=[CH:32][C:33]=1[F:34])[CH2:5][NH:6][C:7]([C:9]1[C:17]2[C:12](=[CH:13][C:14]([O:18][CH:19]([CH3:20])[CH3:21])=[CH:15][CH:16]=2)[N:11]([CH2:22][C:23]2[CH:28]=[CH:27][CH:26]=[CH:25][N:24]=2)[C:10]=1[C:29]1[NH:37][CH2:36][CH2:35][N:38]=1)=[O:8], predict the reactants needed to synthesize it. The reactants are: [F:1][C:2]1[CH:3]=[C:4]([CH:31]=[CH:32][C:33]=1[F:34])[CH2:5][NH:6][C:7]([C:9]1[C:17]2[C:12](=[CH:13][C:14]([O:18][CH:19]([CH3:21])[CH3:20])=[CH:15][CH:16]=2)[N:11]([CH2:22][C:23]2[CH:28]=[CH:27][CH:26]=[CH:25][N:24]=2)[C:10]=1[CH:29]=O)=[O:8].[CH2:35]([NH2:38])[CH2:36][NH2:37].C1C(=O)N(Br)C(=O)C1. (8) Given the product [N:1]1[CH:6]=[CH:5][N:4]=[CH:3][C:2]=1[NH:7][C@@H:8]1[CH2:13][CH2:12][CH2:11][C@H:10]([NH2:14])[CH2:9]1, predict the reactants needed to synthesize it. The reactants are: [N:1]1[CH:6]=[CH:5][N:4]=[CH:3][C:2]=1[NH:7][C@@H:8]1[CH2:13][CH2:12][CH2:11][C@H:10]([NH:14]C(=O)OCC2C=CC=CC=2)[CH2:9]1. (9) The reactants are: [OH:1][C:2]1[CH:7]=[CH:6][CH:5]=[CH:4][C:3]=1[C:8]1[CH:13]=[CH:12][N:11]=[CH:10][C:9]=1[N:14]([CH3:31])[C:15](=[O:30])[C:16]1[CH:21]=[C:20]([C:22]([F:25])([F:24])[F:23])[CH:19]=[C:18]([S:26]([CH3:29])(=[O:28])=[O:27])[CH:17]=1.[C:32]([O-])([O-])=O.[K+].[K+].CI.C([O-])(O)=O.[Na+]. Given the product [CH3:29][S:26]([C:18]1[CH:17]=[C:16]([CH:21]=[C:20]([C:22]([F:24])([F:25])[F:23])[CH:19]=1)[C:15]([N:14]([C:9]1[CH:10]=[N:11][CH:12]=[CH:13][C:8]=1[C:3]1[CH:4]=[CH:5][CH:6]=[CH:7][C:2]=1[O:1][CH3:32])[CH3:31])=[O:30])(=[O:28])=[O:27], predict the reactants needed to synthesize it.